This data is from Full USPTO retrosynthesis dataset with 1.9M reactions from patents (1976-2016). The task is: Predict the reactants needed to synthesize the given product. (1) The reactants are: [H-].C([Al+]CC(C)C)C(C)C.C([O:13][C:14]([C:16]1[S:20][C:19]([CH:21]([CH3:23])[CH3:22])=[N:18][C:17]=1[CH3:24])=O)C.C(C(C(C([O-])=O)O)O)([O-])=O.[Na+].[K+]. Given the product [CH3:23][CH:21]([C:19]1[S:20][C:16]([CH2:14][OH:13])=[C:17]([CH3:24])[N:18]=1)[CH3:22], predict the reactants needed to synthesize it. (2) Given the product [F:1][C:2]1[C:3]2[CH:4]=[C:5]3[C:14]4[N:15]=[C:16]([C:19]5[C:20]([C:45]6[N:41]([CH3:40])[N:42]=[CH:43][CH:44]=6)=[CH:21][C:22]6[O:26][C:25]([C:27]7[CH:32]=[CH:31][C:30]([F:33])=[CH:29][CH:28]=7)=[C:24]([C:34]([NH:36][CH3:37])=[O:35])[C:23]=6[CH:38]=5)[CH:17]=[CH:18][C:13]=4[O:12][CH2:11][N:6]3[C:7]=2[CH:8]=[CH:9][CH:10]=1, predict the reactants needed to synthesize it. The reactants are: [F:1][C:2]1[C:3]2[CH:4]=[C:5]3[C:14]4[N:15]=[C:16]([C:19]5[C:20](I)=[CH:21][C:22]6[O:26][C:25]([C:27]7[CH:32]=[CH:31][C:30]([F:33])=[CH:29][CH:28]=7)=[C:24]([C:34]([NH:36][CH3:37])=[O:35])[C:23]=6[CH:38]=5)[CH:17]=[CH:18][C:13]=4[O:12][CH2:11][N:6]3[C:7]=2[CH:8]=[CH:9][CH:10]=1.[CH3:40][N:41]1[C:45](B2OC(C)(C)C(C)(C)O2)=[CH:44][CH:43]=[N:42]1. (3) Given the product [CH3:1][C:2]1[CH:7]=[CH:6][CH:5]=[C:4]([CH3:8])[C:3]=1[O:9][P:16]([C:28]1[CH:27]=[C:26]([OH:29])[CH:25]=[CH:24][C:23]=1[OH:30])([C:10]1[CH:15]=[CH:14][CH:13]=[CH:12][CH:11]=1)=[O:21], predict the reactants needed to synthesize it. The reactants are: [CH3:1][C:2]1[CH:7]=[CH:6][CH:5]=[C:4]([CH3:8])[C:3]=1[OH:9].[C:10]1([P:16](Cl)Cl)[CH:15]=[CH:14][CH:13]=[CH:12][CH:11]=1.C(O)(=[O:21])C.[C:23]1(=[O:30])[CH:28]=[CH:27][C:26](=[O:29])[CH:25]=[CH:24]1. (4) Given the product [CH2:21]([N:23]([S:24]([C:27]1[CH:28]=[CH:29][C:30]([F:33])=[CH:31][CH:32]=1)(=[O:26])=[O:25])[CH2:34][C:35]([NH:20][CH2:19][C:5]1[CH:6]=[C:7]([C:9]2[CH:10]=[CH:11][C:12]([C:15]([F:17])([F:16])[F:18])=[CH:13][CH:14]=2)[CH:8]=[C:3]([O:2][CH3:1])[CH:4]=1)=[O:36])[CH3:22], predict the reactants needed to synthesize it. The reactants are: [CH3:1][O:2][C:3]1[CH:4]=[C:5]([CH2:19][NH2:20])[CH:6]=[C:7]([C:9]2[CH:14]=[CH:13][C:12]([C:15]([F:18])([F:17])[F:16])=[CH:11][CH:10]=2)[CH:8]=1.[CH2:21]([N:23]([CH2:34][C:35](O)=[O:36])[S:24]([C:27]1[CH:32]=[CH:31][C:30]([F:33])=[CH:29][CH:28]=1)(=[O:26])=[O:25])[CH3:22].CN(C(ON1N=NC2C=CC=NC1=2)=[N+](C)C)C.F[P-](F)(F)(F)(F)F.C(N(CC)C(C)C)(C)C.OS([O-])(=O)=O.[K+].